Dataset: Reaction yield outcomes from USPTO patents with 853,638 reactions. Task: Predict the reaction yield, written as a fraction of the theoretical maximum amount of product (1.0 means a 100% yield; for example, 0.34 means a 34% yield). (1) The reactants are CC([O-])(C)C.[K+].[CH2:7]([C:12]1[O:13][CH:14]=[CH:15][CH:16]=1)[CH2:8][CH2:9][CH2:10][CH3:11].[SiH:17]([CH2:22][CH3:23])([CH2:20][CH3:21])[CH2:18][CH3:19]. The catalyst is C1COCC1. The product is [CH2:18]([Si:17]([CH2:22][CH3:23])([CH2:20][CH3:21])[C:14]1[O:13][C:12]([CH2:7][CH2:8][CH2:9][CH2:10][CH3:11])=[CH:16][CH:15]=1)[CH3:19]. The yield is 0.950. (2) The reactants are Cl[C:2]1[C:9]([N+:10]([O-:12])=[O:11])=[CH:8][CH:7]=[C:6]([Cl:13])[C:3]=1[C:4]#[N:5].[CH3:14][NH2:15]. The catalyst is C(OCC)(=O)C. The product is [Cl:13][C:6]1[C:3]([C:4]#[N:5])=[C:2]([NH:15][CH3:14])[C:9]([N+:10]([O-:12])=[O:11])=[CH:8][CH:7]=1. The yield is 0.960. (3) No catalyst specified. The yield is 0.0400. The reactants are [Cl:1][C:2]1[CH:10]=[C:9]2[C:5]([CH2:6][NH:7][C:8]2=[O:11])=[CH:4][CH:3]=1.Cl.[O:13]1CCOCC1. The product is [ClH:1].[NH2:7][CH2:6][C:5]1[CH:4]=[CH:3][C:2]([Cl:1])=[CH:10][C:9]=1[C:8]([OH:11])=[O:13].